Predict the product of the given reaction. From a dataset of Forward reaction prediction with 1.9M reactions from USPTO patents (1976-2016). (1) Given the reactants C(O[C:4]([C:6]1[O:10][N:9]=[C:8]([CH2:11][NH:12][C:13]([C:15]2[S:16][C:17]([Cl:20])=[CH:18][CH:19]=2)=[O:14])[N:7]=1)=[O:5])C.[NH2:21][C:22]1[CH:27]=[CH:26][C:25]([N:28]2[CH2:33][CH2:32][O:31][CH2:30][C:29]2=[O:34])=[CH:24][C:23]=1[F:35], predict the reaction product. The product is: [F:35][C:23]1[CH:24]=[C:25]([N:28]2[CH2:33][CH2:32][O:31][CH2:30][C:29]2=[O:34])[CH:26]=[CH:27][C:22]=1[NH:21][C:4]([C:6]1[O:10][N:9]=[C:8]([CH2:11][NH:12][C:13]([C:15]2[S:16][C:17]([Cl:20])=[CH:18][CH:19]=2)=[O:14])[N:7]=1)=[O:5]. (2) Given the reactants [F:1][C:2]1[CH:7]=[CH:6][C:5]([N+:8]([O-])=O)=[CH:4][C:3]=1[N:11]1[C:15](=[O:16])[NH:14][N:13]=[N:12]1, predict the reaction product. The product is: [NH2:8][C:5]1[CH:6]=[CH:7][C:2]([F:1])=[C:3]([N:11]2[C:15](=[O:16])[NH:14][N:13]=[N:12]2)[CH:4]=1. (3) Given the reactants [C:1]1([C@@H:7]2[CH2:9][C@H:8]2[N:10]([CH2:17][CH:18]2[CH2:21][N:20](C(OC(C)(C)C)=O)[CH2:19]2)[C:11](=[O:16])[C:12]([F:15])([F:14])[F:13])[CH:6]=[CH:5][CH:4]=[CH:3][CH:2]=1.C(O)(C(F)(F)F)=O, predict the reaction product. The product is: [NH:20]1[CH2:19][CH:18]([CH2:17][N:10]([C@@H:8]2[CH2:9][C@H:7]2[C:1]2[CH:6]=[CH:5][CH:4]=[CH:3][CH:2]=2)[C:11](=[O:16])[C:12]([F:15])([F:14])[F:13])[CH2:21]1. (4) The product is: [CH2:1]([O:3][C:4](=[O:24])[C:5]1[CH:10]=[CH:9][C:8]([O:11][C:12]2[CH:17]=[CH:16][C:15]([O:18][C:19]([F:22])([F:21])[F:20])=[CH:14][CH:13]=2)=[N:7][C:6]=1[O:33][C:30]1[CH:31]=[CH:32][C:27]([C:25]#[N:26])=[CH:28][CH:29]=1)[CH3:2]. Given the reactants [CH2:1]([O:3][C:4](=[O:24])[C:5]1[CH:10]=[CH:9][C:8]([O:11][C:12]2[CH:17]=[CH:16][C:15]([O:18][C:19]([F:22])([F:21])[F:20])=[CH:14][CH:13]=2)=[N:7][C:6]=1Cl)[CH3:2].[C:25]([C:27]1[CH:32]=[CH:31][C:30]([OH:33])=[CH:29][CH:28]=1)#[N:26], predict the reaction product. (5) Given the reactants [CH2:1]([N:3]1[C:7]2[N:8]=[C:9]([C:18]3[CH:23]=[CH:22][C:21]([NH:24][C:25]([NH:27][C:28]4[CH:29]=[CH:30][C:31]([C:34]([O:36]C)=[O:35])=[N:32][CH:33]=4)=[O:26])=[CH:20][CH:19]=3)[N:10]=[C:11]([N:12]3[CH2:17][CH2:16][O:15][CH2:14][CH2:13]3)[C:6]=2[N:5]=[N:4]1)[CH3:2].[OH-].[Na+].Cl, predict the reaction product. The product is: [CH2:1]([N:3]1[C:7]2[N:8]=[C:9]([C:18]3[CH:23]=[CH:22][C:21]([NH:24][C:25]([NH:27][C:28]4[CH:29]=[CH:30][C:31]([C:34]([OH:36])=[O:35])=[N:32][CH:33]=4)=[O:26])=[CH:20][CH:19]=3)[N:10]=[C:11]([N:12]3[CH2:17][CH2:16][O:15][CH2:14][CH2:13]3)[C:6]=2[N:5]=[N:4]1)[CH3:2]. (6) Given the reactants [Cl:1][C:2]1[CH:7]=[CH:6][CH:5]=[CH:4][C:3]=1[CH:8]1[C:13]([C:14]#[N:15])=[C:12]([CH:16]2[CH2:21][CH2:20][N:19](OC(C)(C)C)[C:18](=C=O)[CH2:17]2)[NH:11][C:10]2=[N:29][NH:30][CH:31]=[C:9]12, predict the reaction product. The product is: [ClH:1].[Cl:1][C:2]1[CH:7]=[CH:6][CH:5]=[CH:4][C:3]=1[CH:8]1[C:13]([C:14]#[N:15])=[C:12]([CH:16]2[CH2:17][CH2:18][NH:19][CH2:20][CH2:21]2)[NH:11][C:10]2=[N:29][NH:30][CH:31]=[C:9]12. (7) Given the reactants [CH:1]([C:4]1[CH:12]=[C:7]2[CH:8]=[CH:9][CH:10]=[CH:11][N:6]2[N:5]=1)([CH3:3])[CH3:2].[CH3:13][O:14][C:15]1[CH:23]=[CH:22][C:18]([C:19](Cl)=[O:20])=[CH:17][CH:16]=1.[Al+3].[Cl-].[Cl-].[Cl-].[OH-].[K+], predict the reaction product. The product is: [CH:1]([C:4]1[C:12]([C:19]([C:18]2[CH:22]=[CH:23][C:15]([O:14][CH3:13])=[CH:16][CH:17]=2)=[O:20])=[C:7]2[CH:8]=[CH:9][CH:10]=[CH:11][N:6]2[N:5]=1)([CH3:3])[CH3:2].